From a dataset of Forward reaction prediction with 1.9M reactions from USPTO patents (1976-2016). Predict the product of the given reaction. (1) The product is: [CH3:37][C@:8]12[C@@:7]3([CH3:38])[C@@H:16]([C@:17]4([CH3:20])[C@@H:4]([CH2:5][CH2:6]3)[C:3]([CH3:39])([CH3:40])[C:2](=[O:1])[CH2:19][CH2:18]4)[CH2:15][CH2:14][C@@H:13]1[C@H:12]1[C@H:21]([C:24]([CH3:26])=[CH2:25])[CH2:22][CH2:23][C@:11]1([C:27]([O:29][CH2:30][C:31]1[CH:32]=[CH:33][CH:34]=[CH:35][CH:36]=1)=[O:28])[CH2:10][CH2:9]2. Given the reactants [OH:1][C@H:2]1[CH2:19][CH2:18][C@@:17]2([CH3:20])[C@@H:4]([CH2:5][CH2:6][C@:7]3([CH3:38])[C@@H:16]2[CH2:15][CH2:14][C@H:13]2[C@@:8]3([CH3:37])[CH2:9][CH2:10][C@@:11]3([C:27]([O:29][CH2:30][C:31]4[CH:36]=[CH:35][CH:34]=[CH:33][CH:32]=4)=[O:28])[CH2:23][CH2:22][C@@H:21]([C:24]([CH3:26])=[CH2:25])[C@@H:12]32)[C:3]1([CH3:40])[CH3:39].C1C=C[NH+]=CC=1.[O-][Cr](Cl)(=O)=O, predict the reaction product. (2) The product is: [C:11]([O:10][C:8](=[O:9])[CH2:7][CH:6]([CH2:15][CH:16]([CH3:17])[CH3:18])[C:5]([OH:19])=[O:4])([CH3:14])([CH3:13])[CH3:12]. Given the reactants [Br-].[Li+].C[O:4][C:5](=[O:19])[CH:6]([CH2:15][CH:16]([CH3:18])[CH3:17])[CH2:7][C:8]([O:10][C:11]([CH3:14])([CH3:13])[CH3:12])=[O:9], predict the reaction product. (3) Given the reactants [C:1]1([NH:11][C:12]([C:14]2([C:20]3[CH:25]=[CH:24][CH:23]=[CH:22][CH:21]=3)[CH2:19][CH2:18][CH2:17][CH2:16][CH2:15]2)=O)[C:10]2[C:5](=[CH:6][CH:7]=[CH:8][CH:9]=2)[CH:4]=[CH:3][N:2]=1.[H-].[Al+3].[Li+].[H-].[H-].[H-], predict the reaction product. The product is: [C:1]1([NH:11][CH2:12][C:14]2([C:20]3[CH:25]=[CH:24][CH:23]=[CH:22][CH:21]=3)[CH2:15][CH2:16][CH2:17][CH2:18][CH2:19]2)[C:10]2[C:5](=[CH:6][CH:7]=[CH:8][CH:9]=2)[CH:4]=[CH:3][N:2]=1.